From a dataset of Forward reaction prediction with 1.9M reactions from USPTO patents (1976-2016). Predict the product of the given reaction. (1) Given the reactants [Cl:1][C:2]1[C:11]2[C:6](=[CH:7][CH:8]=[CH:9][CH:10]=2)[N:5]=[C:4]([CH3:12])[N:3]=1.[CH3:13][O:14][C:15]1[CH:20]=[CH:19][C:18]([NH:21][CH3:22])=[CH:17][CH:16]=1, predict the reaction product. The product is: [ClH:1].[CH3:13][O:14][C:15]1[CH:20]=[CH:19][C:18]([N:21]([CH3:22])[C:2]2[C:11]3[C:6](=[CH:7][CH:8]=[CH:9][CH:10]=3)[N:5]=[C:4]([CH3:12])[N:3]=2)=[CH:17][CH:16]=1. (2) Given the reactants C(OC([NH:8][C@H:9]([CH2:13][CH2:14][NH:15][C:16]([C:18]1[N:19]=[C:20]([C:36]#[N:37])[C:21]2[C:26]([C:27]=1[OH:28])=[CH:25][CH:24]=[C:23]([O:29][C:30]1[CH:35]=[CH:34][CH:33]=[CH:32][CH:31]=1)[CH:22]=2)=[O:17])[C:10]([OH:12])=[O:11])=O)(C)(C)C.[C:38]([OH:44])([C:40]([F:43])([F:42])[F:41])=[O:39], predict the reaction product. The product is: [NH2:8][C@H:9]([CH2:13][CH2:14][NH:15][C:16]([C:18]1[N:19]=[C:20]([C:36]#[N:37])[C:21]2[C:26]([C:27]=1[OH:28])=[CH:25][CH:24]=[C:23]([O:29][C:30]1[CH:35]=[CH:34][CH:33]=[CH:32][CH:31]=1)[CH:22]=2)=[O:17])[C:10]([OH:12])=[O:11].[C:38]([OH:44])([C:40]([F:43])([F:42])[F:41])=[O:39].